Dataset: Forward reaction prediction with 1.9M reactions from USPTO patents (1976-2016). Task: Predict the product of the given reaction. (1) Given the reactants S(O)(=O)(C1C=CC([NH2:9])=CC=1)=O.[OH-].[Na+].N([O-])=O.[Na+].Cl.O.[NH2:20][C:21]1[CH:22]=[C:23]2[C:28](=[CH:29][CH:30]=1)[C:27]([OH:31])=[CH:26][C:25]([S:32]([OH:35])(=[O:34])=[O:33])=[CH:24]2.[Cl-].[Na+].S(S([O-])=O)([O-])=O.[Na+].[Na+], predict the reaction product. The product is: [NH2:9][C:22]1[C:23]2[CH:24]=[C:25]([S:32]([OH:35])(=[O:33])=[O:34])[CH:26]=[C:27]([OH:31])[C:28]=2[CH:29]=[CH:30][C:21]=1[NH2:20]. (2) The product is: [CH2:24]([CH:23]1[C:22](=[O:28])[O:13][C:12]2[NH:11][C:10]([C:14]3[CH:19]=[C:18]([F:20])[CH:17]=[CH:16][C:15]=3[F:21])=[N:9][C:8]=2[CH:1]1[C:2]1[CH:3]=[CH:4][CH:5]=[CH:6][CH:7]=1)[CH2:25][CH2:26][CH3:27]. Given the reactants [CH:1](=[C:8]1/[N:9]=[C:10]([C:14]2[CH:19]=[C:18]([F:20])[CH:17]=[CH:16][C:15]=2[F:21])[NH:11][C:12]/1=[O:13])/[C:2]1[CH:7]=[CH:6][CH:5]=[CH:4][CH:3]=1.[CH:22](=[O:28])/[CH:23]=[CH:24]/[CH2:25][CH2:26][CH3:27], predict the reaction product. (3) Given the reactants [Br:1][C:2]1[CH:7]=[CH:6][C:5]([C:8]2([CH3:22])[C:17](=[O:18])[C:16]3[C:11](=[CH:12][C:13](Cl)=[CH:14][C:15]=3[Cl:19])[NH:10][C:9]2=[O:21])=[CH:4][CH:3]=1.[H-].[Na+].Cl.C1C[O:29][CH2:28]C1, predict the reaction product. The product is: [Br:1][C:2]1[CH:7]=[CH:6][C:5]([C:8]2([CH3:22])[C:17](=[O:18])[C:16]3[C:11](=[CH:12][C:13]([O:29][CH3:28])=[CH:14][C:15]=3[Cl:19])[NH:10][C:9]2=[O:21])=[CH:4][CH:3]=1. (4) Given the reactants Br[C:2]1[CH:7]=[CH:6][N:5]=[C:4]([O:8][C:9]2[CH:14]=[CH:13][C:12]([NH:15][C:16]3[CH:21]=[C:20]([C:22]4[CH:27]=[CH:26][CH:25]=[CH:24][CH:23]=4)[N:19]=[C:18]([NH2:28])[N:17]=3)=[CH:11][CH:10]=2)[CH:3]=1.ClC1N=CC=CN=1.[CH3:36][O:37][CH2:38][C@@H:39]1[CH2:43][CH2:42][CH2:41][NH:40]1, predict the reaction product. The product is: [CH3:36][O:37][CH2:38][C@@H:39]1[CH2:43][CH2:42][CH2:41][N:40]1[C:2]1[CH:7]=[CH:6][N:5]=[C:4]([O:8][C:9]2[CH:14]=[CH:13][C:12]([NH:15][C:16]3[CH:21]=[C:20]([C:22]4[CH:27]=[CH:26][CH:25]=[CH:24][CH:23]=4)[N:19]=[C:18]([NH2:28])[N:17]=3)=[CH:11][CH:10]=2)[CH:3]=1. (5) Given the reactants [Cl:1][C:2]1[C:11]2[C:10](=[O:12])[N:9]([CH2:13][CH2:14][C:15]3[CH:20]=[CH:19][CH:18]=[CH:17][CH:16]=3)[C:8]([C:21]3[CH:26]=[CH:25][CH:24]=[CH:23][C:22]=3[OH:27])=[N:7][C:6]=2[CH:5]=[CH:4][N:3]=1.C(=O)([O-])[O-].[K+].[K+].[CH2:34](Br)[C:35]1[CH:40]=[CH:39][CH:38]=[CH:37][CH:36]=1, predict the reaction product. The product is: [CH2:34]([O:27][C:22]1[CH:23]=[CH:24][CH:25]=[CH:26][C:21]=1[C:8]1[N:9]([CH2:13][CH2:14][C:15]2[CH:20]=[CH:19][CH:18]=[CH:17][CH:16]=2)[C:10](=[O:12])[C:11]2[C:2]([Cl:1])=[N:3][CH:4]=[CH:5][C:6]=2[N:7]=1)[C:35]1[CH:40]=[CH:39][CH:38]=[CH:37][CH:36]=1. (6) Given the reactants [C:1]([C:4]1[C:22](=[O:23])[C@@:8]2([CH3:24])[C:9]3[C:15]([OH:16])=[CH:14][C:13]([O:17][CH3:18])=[C:12]([C:19]([NH2:21])=[O:20])[C:10]=3[O:11][C:7]2=[CH:6][C:5]=1[OH:25])(=[O:3])[CH3:2].[CH2:26]([O:30][C:31]1[C:40]2[C:35](=[CH:36][CH:37]=[CH:38][CH:39]=2)[C:34]([CH:41]=O)=[C:33]([CH3:43])[C:32]=1[CH3:44])[C:27]#[C:28][CH3:29].C([SiH](CC)CC)C.FC(F)(F)C(O)=O, predict the reaction product. The product is: [C:1]([C:4]1[C:22](=[O:23])[C@@:8]2([CH3:24])[C:9]3[C:15]([OH:16])=[CH:14][C:13]([O:17][CH3:18])=[C:12]([C:19]([NH:21][CH2:41][C:34]4[C:35]5[C:40](=[CH:39][CH:38]=[CH:37][CH:36]=5)[C:31]([O:30][CH2:26][C:27]#[C:28][CH3:29])=[C:32]([CH3:44])[C:33]=4[CH3:43])=[O:20])[C:10]=3[O:11][C:7]2=[CH:6][C:5]=1[OH:25])(=[O:3])[CH3:2]. (7) Given the reactants [C:1]1([CH3:30])[CH:6]=[CH:5][C:4]([C:7]2[N:8]=[C:9]3[CH2:23][CH2:22][CH2:21][N:20]([CH2:24][CH2:25][CH2:26][CH2:27][CH:28]=O)[C:10]3=[N:11][C:12]=2[C:13]2[CH:18]=[CH:17][C:16]([CH3:19])=[CH:15][CH:14]=2)=[CH:3][CH:2]=1.[OH:31][C:32]1[CH2:36][CH2:35][C:34](=[O:37])[CH:33]=1.CC1NC(C)=C(C(OCC)=O)CC=1C(OCC)=O.N1CCC[C@H]1C(O)=O, predict the reaction product. The product is: [C:1]1([CH3:30])[CH:6]=[CH:5][C:4]([C:7]2[N:8]=[C:9]3[CH2:23][CH2:22][CH2:21][N:20]([CH2:24][CH2:25][CH2:26][CH2:27][CH2:28][C:33]4[C:32](=[O:31])[CH2:36][CH2:35][C:34]=4[OH:37])[C:10]3=[N:11][C:12]=2[C:13]2[CH:18]=[CH:17][C:16]([CH3:19])=[CH:15][CH:14]=2)=[CH:3][CH:2]=1. (8) Given the reactants [OH:1][C:2]1[CH:7]=[CH:6][C:5]([C:8]([C:10]2[CH:15]=[CH:14][C:13]([OH:16])=[CH:12][CH:11]=2)=O)=[CH:4][CH:3]=1.[C:17]([C:21]1[CH:22]=[C:23]([CH:27]=[CH:28][CH:29]=1)[C:24]([OH:26])=[O:25])(=O)[CH2:18][CH3:19], predict the reaction product. The product is: [CH2:18]([C:17]([C:21]1[CH:22]=[C:23]([CH:27]=[CH:28][CH:29]=1)[C:24]([OH:26])=[O:25])=[C:8]([C:10]1[CH:15]=[CH:14][C:13]([OH:16])=[CH:12][CH:11]=1)[C:5]1[CH:6]=[CH:7][C:2]([OH:1])=[CH:3][CH:4]=1)[CH3:19].